This data is from Full USPTO retrosynthesis dataset with 1.9M reactions from patents (1976-2016). The task is: Predict the reactants needed to synthesize the given product. (1) Given the product [CH3:35][C:34]1[N:41]=[C:2]([C:4]2[CH:9]=[CH:8][CH:7]=[CH:6][C:5]=2[C:10]2[CH:11]=[C:12]3[C:17](=[CH:18][CH:19]=2)[C@H:16]([NH:20][C:21](=[O:27])[O:22][C:23]([CH3:26])([CH3:25])[CH3:24])[CH2:15][CH2:14][CH2:13]3)[O:3][N:33]=1, predict the reactants needed to synthesize it. The reactants are: Cl[C:2]([C:4]1[CH:9]=[CH:8][CH:7]=[CH:6][C:5]=1[C:10]1[CH:11]=[C:12]2[C:17](=[CH:18][CH:19]=1)[C@H:16]([NH:20][C:21](=[O:27])[O:22][C:23]([CH3:26])([CH3:25])[CH3:24])[CH2:15][CH2:14][CH2:13]2)=[O:3].C(Cl)Cl.CC[N:33](CC)[CH2:34][CH3:35].C([NH2:41])(=O)C. (2) Given the product [CH3:1][C:2]1([CH3:22])[C:14]2[C:6]([N:7]=[C:8]3[C:13]=2[CH:12]=[CH:11][CH:10]=[CH:9]3)=[CH:5][C:4]2[CH:15]=[C:16]3[C:21]([C:3]1=2)=[CH:20][CH:19]([C:24]1[CH:29]=[CH:28][CH:27]=[CH:26][CH:25]=1)[CH:18]=[CH:17]3, predict the reactants needed to synthesize it. The reactants are: [CH3:1][C:2]1([CH3:22])[C:14]2[C:6]([N:7]=[C:8]3[C:13]=2[CH:12]=[CH:11][CH:10]=[CH:9]3)=[CH:5][C:4]2[CH:15]=[C:16]3[C:21]([C:3]1=2)=[CH:20][CH2:19][CH:18]=[CH:17]3.I[C:24]1[CH:29]=[CH:28][CH:27]=[CH:26][CH:25]=1.S(=O)(O)[O-].[Na+].C(C1C=C(C(C)(C)C)C=C(C(O)=O)C=1O)(C)(C)C.C(=O)([O-])[O-].[K+].[K+]. (3) Given the product [Cl:1][C:2]1[CH:3]=[C:4]([C:9]2[N:32]([C:30]3[CH:29]=[CH:28][N:27]=[C:26]([C:25]([F:24])([F:34])[F:35])[CH:31]=3)[N:33]=[C:11]([C:20]([OH:22])=[O:21])[CH:10]=2)[CH:5]=[C:6]([F:8])[CH:7]=1, predict the reactants needed to synthesize it. The reactants are: [Cl:1][C:2]1[CH:3]=[C:4]([C:9]2N(C3C=CC=CN=3)N=[C:11]([C:20]([OH:22])=[O:21])[CH:10]=2)[CH:5]=[C:6]([F:8])[CH:7]=1.Cl.[F:24][C:25]([F:35])([F:34])[C:26]1[CH:31]=[C:30]([NH:32][NH2:33])[CH:29]=[CH:28][N:27]=1. (4) Given the product [Br:25][CH2:29][C:30]1[CH:35]=[CH:34][C:33]([C:36](=[O:55])[CH2:37][N:38]2[C:43](=[O:44])[CH:42]=[C:41]([O:45][CH2:46][C:47]3[CH:52]=[CH:51][C:50]([O:53][CH3:54])=[CH:49][N:48]=3)[CH:40]=[N:39]2)=[C:32]([CH3:56])[CH:31]=1, predict the reactants needed to synthesize it. The reactants are: C(OC1C=CN(CC(C2C=CC(C[Br:25])=CC=2C)=O)C(=O)C=1)C1C=CC=CC=1.O[CH2:29][C:30]1[CH:35]=[CH:34][C:33]([C:36](=[O:55])[CH2:37][N:38]2[C:43](=[O:44])[CH:42]=[C:41]([O:45][CH2:46][C:47]3[CH:52]=[CH:51][C:50]([O:53][CH3:54])=[CH:49][N:48]=3)[CH:40]=[N:39]2)=[C:32]([CH3:56])[CH:31]=1.C(OC1C=CN(CC(C2C=CC(CO)=CC=2C)=O)C(=O)C=1)C1C=CC=CC=1. (5) Given the product [Br:1][C:2]1[CH:3]=[C:4]([N:12]([CH:16]([CH2:18][CH3:19])[CH3:17])[C:13](=[O:15])[CH3:14])[C:5]([CH3:11])=[C:6]([CH:10]=1)[C:7]([NH:21][CH2:22][C:23]1[C:24](=[O:31])[NH:25][C:26]([CH3:30])=[CH:27][C:28]=1[CH3:29])=[O:9], predict the reactants needed to synthesize it. The reactants are: [Br:1][C:2]1[CH:3]=[C:4]([N:12]([CH:16]([CH2:18][CH3:19])[CH3:17])[C:13](=[O:15])[CH3:14])[C:5]([CH3:11])=[C:6]([CH:10]=1)[C:7]([OH:9])=O.Cl.[NH2:21][CH2:22][C:23]1[C:24](=[O:31])[NH:25][C:26]([CH3:30])=[CH:27][C:28]=1[CH3:29].C1C=NC2N(O)N=NC=2C=1.CN1CCOCC1.C(Cl)CCl.